Dataset: Full USPTO retrosynthesis dataset with 1.9M reactions from patents (1976-2016). Task: Predict the reactants needed to synthesize the given product. (1) Given the product [CH2:13]([C:12]1[C:4]2[CH:5]=[C:6]([CH3:8])[CH:7]=[C:2]([Br:1])[C:3]=2[O:10][CH:11]=1)[C:14]1[CH:19]=[CH:18][CH:17]=[CH:16][CH:15]=1, predict the reactants needed to synthesize it. The reactants are: [Br:1][C:2]1[CH:7]=[C:6]([CH3:8])[CH:5]=[C:4](I)[C:3]=1[O:10][CH2:11][CH:12]=[CH:13][C:14]1[CH:19]=[CH:18][CH:17]=[CH:16][CH:15]=1.C(=O)([O-])[O-].[Na+].[Na+].C([O-])=O.[Na+]. (2) Given the product [CH2:1]([S:8][C:9]1[C:10]([CH:16]([F:18])[F:17])=[C:11]([N:19]2[CH2:23][CH2:22][CH2:21][C:20]2=[O:24])[CH:12]=[CH:13][CH:14]=1)[C:2]1[CH:7]=[CH:6][CH:5]=[CH:4][CH:3]=1, predict the reactants needed to synthesize it. The reactants are: [CH2:1]([S:8][C:9]1[CH:14]=[CH:13][CH:12]=[C:11](Br)[C:10]=1[CH:16]([F:18])[F:17])[C:2]1[CH:7]=[CH:6][CH:5]=[CH:4][CH:3]=1.[NH:19]1[CH2:23][CH2:22][CH2:21][C:20]1=[O:24]. (3) Given the product [Cl:1][C:2]1[C:3]([F:24])=[C:4]([CH:17]([CH2:40][N+:37]([O-:39])=[O:38])[CH2:18][C:19]([O:21][CH2:22][CH3:23])=[O:20])[C:5]([O:14][CH2:15][CH3:16])=[C:6]([C:8]2([CH3:13])[O:9][CH2:10][CH2:11][O:12]2)[CH:7]=1, predict the reactants needed to synthesize it. The reactants are: [Cl:1][C:2]1[C:3]([F:24])=[C:4](/[CH:17]=[CH:18]/[C:19]([O:21][CH2:22][CH3:23])=[O:20])[C:5]([O:14][CH2:15][CH3:16])=[C:6]([C:8]2([CH3:13])[O:12][CH2:11][CH2:10][O:9]2)[CH:7]=1.N12CCCN=C1CCCCC2.O.[N+:37]([CH3:40])([O-:39])=[O:38]. (4) Given the product [CH:1]1([CH:4]([O:8][CH2:9][CH:10]=[N:18][OH:19])[CH2:5][CH:6]=[CH2:7])[CH2:3][CH2:2]1, predict the reactants needed to synthesize it. The reactants are: [CH:1]1([CH:4]([O:8][CH2:9][CH:10]=O)[CH2:5][CH:6]=[CH2:7])[CH2:3][CH2:2]1.C([O-])(=O)C.[Na+].Cl.[NH2:18][OH:19]. (5) Given the product [CH2:10]1[O:8][CH2:6][CH2:5]1.[C:1]1(=[O:12])[O:20][CH2:15][CH2:16][CH2:17][CH2:18][O:19][C:6](=[O:7])[C:5]2[CH:10]=[CH:11][C:2]1=[CH:3][CH:4]=2, predict the reactants needed to synthesize it. The reactants are: [C:1](OC)(=[O:12])[C:2]1[CH:11]=[CH:10][C:5]([C:6]([O:8]C)=[O:7])=[CH:4][CH:3]=1.[CH2:15]([OH:20])[CH2:16][CH2:17][CH2:18][OH:19].CCOP(SCSP(OCC)(OCC)=S)(OCC)=S. (6) Given the product [ClH:1].[Cl:1][C:2]1[CH:3]=[C:4]([C@:9]2([CH2:23][O:24][CH2:26][CH2:27][OH:28])[O:15][CH2:14][CH2:13][NH:12][CH2:11][CH2:10]2)[CH:5]=[CH:6][C:7]=1[Cl:8], predict the reactants needed to synthesize it. The reactants are: [Cl:1][C:2]1[CH:3]=[C:4]([C@:9]2([CH2:23][OH:24])[O:15][CH2:14][CH2:13][N:12](C(OC(C)(C)C)=O)[CH2:11][CH2:10]2)[CH:5]=[CH:6][C:7]=1[Cl:8].Br[CH2:26][CH2:27][O:28][Si](C(C)(C)C)(C)C. (7) Given the product [C:1]([C:4]1[CH:5]=[CH:6][C:7]([F:28])=[C:8]([C@H:14]2[CH2:16][C@H:15]2[NH:17][C:18]([NH:20][C:21]2[CH:26]=[CH:25][C:24]([Cl:27])=[CH:23][N:22]=2)=[O:19])[C:9]=1[OH:10])(=[O:3])[CH3:2], predict the reactants needed to synthesize it. The reactants are: [C:1]([C:4]1[CH:5]=[CH:6][C:7]([F:28])=[C:8]([C@H:14]2[CH2:16][C@H:15]2[NH:17][C:18]([NH:20][C:21]2[CH:26]=[CH:25][C:24]([Cl:27])=[CH:23][N:22]=2)=[O:19])[C:9]=1[O:10]COC)(=[O:3])[CH3:2].Cl.O. (8) Given the product [CH:1]1([C:4]2[CH:9]=[CH:8][C:7]([O:10][C:18](=[CH:23][CH3:24])[C:19]([O:21][CH3:22])=[O:20])=[CH:6][CH:5]=2)[CH2:3][CH2:2]1, predict the reactants needed to synthesize it. The reactants are: [CH:1]1([C:4]2[CH:9]=[CH:8][C:7]([OH:10])=[CH:6][CH:5]=2)[CH2:3][CH2:2]1.C([O-])([O-])=O.[K+].[K+].Br[C:18](=[CH:23][CH3:24])[C:19]([O:21][CH3:22])=[O:20]. (9) Given the product [F:8][C:6]1[CH:5]=[CH:4][C:3]([N+:9]([O-:11])=[O:10])=[C:2]([NH:12][CH:13]2[CH2:16][CH:15]([C:17]#[N:18])[CH2:14]2)[CH:7]=1, predict the reactants needed to synthesize it. The reactants are: F[C:2]1[CH:7]=[C:6]([F:8])[CH:5]=[CH:4][C:3]=1[N+:9]([O-:11])=[O:10].[NH2:12][CH:13]1[CH2:16][CH:15]([C:17]#[N:18])[CH2:14]1.CCN(C(C)C)C(C)C. (10) Given the product [OH:8][C:7]1[CH:6]=[CH:5][C:4]([CH:9]=[CH:10][C:11]([OH:13])=[O:12])=[CH:3][C:2]=1[C:21]1[C:20]([O:19][CH2:18][O:17][CH3:16])=[CH:29][C:28]2[C:27]([CH3:31])([CH3:30])[CH2:26][CH2:25][C:24]([CH3:33])([CH3:32])[C:23]=2[CH:22]=1, predict the reactants needed to synthesize it. The reactants are: Br[C:2]1[CH:3]=[C:4]([CH:9]=[CH:10][C:11]([O:13]CC)=[O:12])[CH:5]=[CH:6][C:7]=1[OH:8].[CH3:16][O:17][CH2:18][O:19][C:20]1[C:21](B(O)O)=[CH:22][C:23]2[C:24]([CH3:33])([CH3:32])[CH2:25][CH2:26][C:27]([CH3:31])([CH3:30])[C:28]=2[CH:29]=1.